This data is from Catalyst prediction with 721,799 reactions and 888 catalyst types from USPTO. The task is: Predict which catalyst facilitates the given reaction. (1) Reactant: OC(C(F)(F)F)=O.[NH2:8][CH2:9][C:10]1[CH:14]=[N:13][N:12]([CH2:15][C@@H:16]2[C@H:19]([NH:20][C:21](=[O:37])/[C:22](=[N:29]\[O:30][C:31]([CH3:36])([CH3:35])[C:32]([OH:34])=[O:33])/[C:23]3[N:24]=[C:25]([NH2:28])[S:26][CH:27]=3)[C:18](=[O:38])[N:17]2[S:39]([OH:42])(=[O:41])=[O:40])[N:11]=1.Cl[S:44]([NH:47]C(=O)OC(C)(C)C)(=[O:46])=[O:45].CCN(C(C)C)C(C)C. Product: [NH2:28][C:25]1[S:26][CH:27]=[C:23](/[C:22](=[N:29]/[O:30][C:31]([CH3:36])([CH3:35])[C:32]([OH:34])=[O:33])/[C:21](=[O:37])[NH:20][C@H:19]2[C@@H:16]([CH2:15][N:12]3[N:11]=[C:10]([CH2:9][NH:8][S:44](=[O:46])(=[O:45])[NH2:47])[CH:14]=[N:13]3)[N:17]([S:39]([OH:42])(=[O:41])=[O:40])[C:18]2=[O:38])[N:24]=1. The catalyst class is: 3. (2) Reactant: Br[C:2]1[CH:3]=[C:4]2[C:9](=[CH:10][CH:11]=1)[NH:8][C:7]([CH3:13])([CH3:12])[CH:6]=[C:5]2[CH3:14].[CH3:15][O:16][C:17]1[C:22]([O:23][CH3:24])=[CH:21][CH:20]=[CH:19][C:18]=1B(O)O.[O-]P([O-])([O-])=O.[K+].[K+].[K+]. Product: [CH3:15][O:16][C:17]1[C:22]([O:23][CH3:24])=[CH:21][CH:20]=[CH:19][C:18]=1[C:2]1[CH:3]=[C:4]2[C:9](=[CH:10][CH:11]=1)[NH:8][C:7]([CH3:13])([CH3:12])[CH:6]=[C:5]2[CH3:14]. The catalyst class is: 418.